From a dataset of Experimentally validated miRNA-target interactions with 360,000+ pairs, plus equal number of negative samples. Binary Classification. Given a miRNA mature sequence and a target amino acid sequence, predict their likelihood of interaction. Result: 1 (interaction). The miRNA is hsa-miR-653-5p with sequence GUGUUGAAACAAUCUCUACUG. The protein sequence of the target gene is MATGGYRTSSGLGGSTTDFLEEWKAKREKMRAKQNPPGPAPPGGGSSDAAGKPPAGALGTPAAAAANELNNNLPGGAPAAPAVPGPGGVNCAVGSAMLTRAAPGPRRSEDEPPAASASAAPPPQRDEEEPDGVPEKGKSSGPSARKGKGQIEKRKLREKRRSTGVVNIPAAECLDEYEDDEAGQKERKREDAITQQNTIQNEAVNLLDPGSSYLLQEPPRTVSGRYKSTTSVSEEDVSSRYSRTDRSGFPRYNRDANVSGTLVSSSTLEKKIEDLEKEVVRERQENLRLVRLMQDKEEMI....